This data is from Full USPTO retrosynthesis dataset with 1.9M reactions from patents (1976-2016). The task is: Predict the reactants needed to synthesize the given product. Given the product [Si:13]([O:12][CH2:11][C:9]1[CH:8]=[CH:7][C:5]2[NH:6][C:2]([CH3:1])=[N:3][C:4]=2[CH:10]=1)([C:16]([CH3:19])([CH3:18])[CH3:17])([CH3:15])[CH3:14], predict the reactants needed to synthesize it. The reactants are: [CH3:1][C:2]1[NH:6][C:5]2[CH:7]=[CH:8][C:9]([CH2:11][OH:12])=[CH:10][C:4]=2[N:3]=1.[Si:13](Cl)([C:16]([CH3:19])([CH3:18])[CH3:17])([CH3:15])[CH3:14].N1C=CN=C1.